This data is from Reaction yield outcomes from USPTO patents with 853,638 reactions. The task is: Predict the reaction yield, written as a fraction of the theoretical maximum amount of product (1.0 means a 100% yield; for example, 0.34 means a 34% yield). (1) The reactants are [CH2:1]([N:3]1[CH:9]=[CH:8][C:7]2[CH:10]=[CH:11][C:12]([O:14][CH3:15])=[CH:13][C:6]=2[CH2:5][C:4]1=[O:16])[CH3:2]. The catalyst is C(O)(=O)C.[Pd]. The product is [CH2:1]([N:3]1[CH2:9][CH2:8][C:7]2[CH:10]=[CH:11][C:12]([O:14][CH3:15])=[CH:13][C:6]=2[CH2:5][C:4]1=[O:16])[CH3:2]. The yield is 0.600. (2) The reactants are [CH3:1][O:2][C:3]1[C:4]([NH:15][C:16](=[O:20])OCC)=[N:5][C:6]2[C:11]([N:12]=1)=[CH:10][C:9]([O:13][CH3:14])=[CH:8][CH:7]=2.[CH3:21][O:22][C:23]1[CH:24]=[C:25]([N:29]2[CH2:34][CH2:33][NH:32][CH2:31][CH2:30]2)[CH:26]=[CH:27][CH:28]=1. No catalyst specified. The product is [CH3:1][O:2][C:3]1[C:4]([NH:15][C:16]([N:32]2[CH2:31][CH2:30][N:29]([C:25]3[CH:26]=[CH:27][CH:28]=[C:23]([O:22][CH3:21])[CH:24]=3)[CH2:34][CH2:33]2)=[O:20])=[N:5][C:6]2[C:11]([N:12]=1)=[CH:10][C:9]([O:13][CH3:14])=[CH:8][CH:7]=2. The yield is 0.900. (3) The reactants are [Cl:1][C:2]1[CH:7]=[CH:6][C:5]([C:8]2[CH:9]=[N:10][CH:11]=[C:12]3[C:17]=2[N:16]=[C:15]([C:18]([OH:20])=O)[CH:14]=[CH:13]3)=[CH:4][CH:3]=1.F[B-](F)(F)F.N1(OC(N(C)C)=[N+](C)C)C2C=CC=CC=2N=N1.C([N:46]([CH2:50]C)[CH:47]([CH3:49])[CH3:48])(C)C.C1(CN)CC1. The catalyst is CN(C)C=O. The product is [Cl:1][C:2]1[CH:3]=[CH:4][C:5]([C:8]2[CH:9]=[N:10][CH:11]=[C:12]3[C:17]=2[N:16]=[C:15]([C:18]([N:46]([CH:47]2[CH2:48][CH2:49]2)[CH3:50])=[O:20])[CH:14]=[CH:13]3)=[CH:6][CH:7]=1. The yield is 0.570.